This data is from Peptide-MHC class I binding affinity with 185,985 pairs from IEDB/IMGT. The task is: Regression. Given a peptide amino acid sequence and an MHC pseudo amino acid sequence, predict their binding affinity value. This is MHC class I binding data. (1) The peptide sequence is HSYLWDHQM. The MHC is HLA-A02:01 with pseudo-sequence HLA-A02:01. The binding affinity (normalized) is 0.0847. (2) The peptide sequence is STQSVLCVK. The MHC is HLA-A68:01 with pseudo-sequence HLA-A68:01. The binding affinity (normalized) is 0.894. (3) The peptide sequence is RGPYRAFVTI. The MHC is Patr-A0701 with pseudo-sequence Patr-A0701. The binding affinity (normalized) is 0. (4) The peptide sequence is YSFKLILAEY. The MHC is HLA-A68:01 with pseudo-sequence HLA-A68:01. The binding affinity (normalized) is 0.241. (5) The peptide sequence is RISGVDRYY. The MHC is HLA-A02:01 with pseudo-sequence HLA-A02:01. The binding affinity (normalized) is 0. (6) The peptide sequence is YPIYGLQFH. The MHC is HLA-B39:01 with pseudo-sequence HLA-B39:01. The binding affinity (normalized) is 0.0847. (7) The peptide sequence is SRGDKQRGG. The MHC is HLA-B27:05 with pseudo-sequence HLA-B27:05. The binding affinity (normalized) is 0. (8) The peptide sequence is TGPPPPPPPGL. The MHC is Mamu-A01 with pseudo-sequence Mamu-A01. The binding affinity (normalized) is 0.521.